From a dataset of Full USPTO retrosynthesis dataset with 1.9M reactions from patents (1976-2016). Predict the reactants needed to synthesize the given product. (1) Given the product [CH2:15]([NH:14][C:13]([C:11]1[CH:12]=[C:7]([CH2:6][C:5]([OH:25])=[O:4])[CH:8]=[C:9]([C:19]2[CH:24]=[CH:23][CH:22]=[CH:21][CH:20]=2)[CH:10]=1)=[O:18])[CH2:16][CH3:17], predict the reactants needed to synthesize it. The reactants are: [Li+].[OH-].C[O:4][C:5](=[O:25])[CH2:6][C:7]1[CH:8]=[C:9]([C:19]2[CH:24]=[CH:23][CH:22]=[CH:21][CH:20]=2)[CH:10]=[C:11]([C:13](=[O:18])[NH:14][CH2:15][CH2:16][CH3:17])[CH:12]=1.CO.O. (2) Given the product [CH2:1]([S:8][C:9]1[CH:10]=[C:11]2[C:16](=[CH:17][CH:18]=1)[C:15]([C:24]1[CH:25]=[C:26]([F:27])[C:21]([Br:20])=[CH:22][C:23]=1[O:31][CH3:32])=[N:14][N:13]=[CH:12]2)[C:2]1[CH:7]=[CH:6][CH:5]=[CH:4][CH:3]=1, predict the reactants needed to synthesize it. The reactants are: [CH2:1]([S:8][C:9]1[CH:10]=[C:11]2[C:16](=[CH:17][CH:18]=1)[C:15](Cl)=[N:14][N:13]=[CH:12]2)[C:2]1[CH:7]=[CH:6][CH:5]=[CH:4][CH:3]=1.[Br:20][C:21]1[C:26]([F:27])=[CH:25][C:24](B(O)O)=[C:23]([O:31][CH3:32])[CH:22]=1.